Dataset: Reaction yield outcomes from USPTO patents with 853,638 reactions. Task: Predict the reaction yield, written as a fraction of the theoretical maximum amount of product (1.0 means a 100% yield; for example, 0.34 means a 34% yield). The catalyst is C(O)C. The yield is 0.909. The reactants are Br[CH2:2][C:3](=O)[C:4]([CH3:7])([CH3:6])[CH3:5].[NH2:9][C:10]([NH2:12])=[S:11].C(=O)([O-])O.[Na+]. The product is [NH2:12][C:10]1[S:11][CH:2]=[C:3]([C:4]([CH3:7])([CH3:6])[CH3:5])[N:9]=1.